Predict the product of the given reaction. From a dataset of Forward reaction prediction with 1.9M reactions from USPTO patents (1976-2016). (1) Given the reactants ClC1C(C2C=C3C(=CC=2)NN=C3)=CC=CN=1.[F:17][C:18]1[CH:23]=[CH:22][C:21](B(O)O)=[CH:20][C:19]=1[CH3:27].Br[C:29]1[C:34]([Cl:35])=[CH:33][CH:32]=[CH:31][N:30]=1.C([O-])([O-])=O.[Na+].[Na+], predict the reaction product. The product is: [Cl:35][C:34]1[C:29]([C:21]2[CH:22]=[CH:23][C:18]([F:17])=[C:19]([CH3:27])[CH:20]=2)=[N:30][CH:31]=[CH:32][CH:33]=1. (2) Given the reactants [CH3:1][O:2][C:3]([C:5]1[C:13]2[C:8](=[C:9]([CH3:14])[CH:10]=[CH:11][CH:12]=2)[NH:7][CH:6]=1)=[O:4].Cl[CH2:16][CH2:17][CH2:18][N:19]1[CH2:24][CH2:23][O:22][CH2:21][CH2:20]1, predict the reaction product. The product is: [CH3:1][O:2][C:3]([C:5]1[C:13]2[C:8](=[C:9]([CH3:14])[CH:10]=[CH:11][CH:12]=2)[N:7]([CH2:16][CH2:17][CH2:18][N:19]2[CH2:24][CH2:23][O:22][CH2:21][CH2:20]2)[CH:6]=1)=[O:4].